Dataset: Catalyst prediction with 721,799 reactions and 888 catalyst types from USPTO. Task: Predict which catalyst facilitates the given reaction. (1) The catalyst class is: 19. Product: [O:16]1[CH2:17][CH2:18][CH2:19][CH2:20][CH:15]1[N:12]1[CH:13]=[N:14][C:10]([C:7]2[CH:6]=[CH:5][C:4]([NH2:1])=[CH:9][CH:8]=2)=[N:11]1. Reactant: [N+:1]([C:4]1[CH:9]=[CH:8][C:7]([C:10]2[N:14]=[CH:13][N:12]([CH:15]3[CH2:20][CH2:19][CH2:18][CH2:17][O:16]3)[N:11]=2)=[CH:6][CH:5]=1)([O-])=O.[H][H]. (2) Reactant: [NH2:1][C@H:2]1[CH2:7][CH2:6][CH2:5][CH2:4][C@@H:3]1[OH:8].O.C1(C)C=CC(S(O)(=O)=O)=CC=1.S([O-])([O-])(=O)=O.[Mg+2].[C:27]([C:35]1[CH:40]=[CH:39][CH:38]=[CH:37][CH:36]=1)(=O)[C:28]1[CH:33]=[CH:32][CH:31]=[CH:30][CH:29]=1. Product: [C:28]1([C:27](=[N:1][C@H:2]2[CH2:7][CH2:6][CH2:5][CH2:4][C@@H:3]2[OH:8])[C:35]2[CH:36]=[CH:37][CH:38]=[CH:39][CH:40]=2)[CH:33]=[CH:32][CH:31]=[CH:30][CH:29]=1. The catalyst class is: 11. (3) Reactant: [Cl:1][C:2]1[N:7]=[C:6]([C:8]2[C:9]([C:18]3[CH:19]=[C:20]([NH:24]C(=O)C(F)(F)F)[CH:21]=[CH:22][CH:23]=3)=[N:10][N:11]3[CH:16]=[CH:15][CH:14]=[C:13]([F:17])[C:12]=23)[CH:5]=[CH:4][N:3]=1.[Li+].[OH-].C([O-])(O)=O.[Na+]. Product: [Cl:1][C:2]1[N:7]=[C:6]([C:8]2[C:9]([C:18]3[CH:19]=[C:20]([CH:21]=[CH:22][CH:23]=3)[NH2:24])=[N:10][N:11]3[CH:16]=[CH:15][CH:14]=[C:13]([F:17])[C:12]=23)[CH:5]=[CH:4][N:3]=1. The catalyst class is: 20. (4) Reactant: [C@H:1]12[CH2:7][C@H:4]([CH:5]=[CH:6]1)[CH2:3][C@@H:2]2[C:8]([O:10][C@@H]1CC(=O)N(C)C1=O)=[O:9].[Li+].[OH-]. Product: [C@H:1]12[CH2:7][C@H:4]([CH:5]=[CH:6]1)[CH2:3][C@@H:2]2[C:8]([OH:10])=[O:9]. The catalyst class is: 20. (5) Reactant: C[O:2][C:3]([CH:5]1[CH2:9][CH2:8][CH2:7][N:6]1[CH2:10][CH2:11][O:12][C:13]1[CH:18]=[C:17]([NH:19][C:20]2[C:29]3[C:24](=[CH:25][C:26]([C:30]4[C:35]([C:36]([F:39])([F:38])[F:37])=[CH:34][CH:33]=[CH:32][N:31]=4)=[CH:27][CH:28]=3)[N:23]=[CH:22][N:21]=2)[CH:16]=[CH:15][C:14]=1[C:40]([CH3:43])([CH3:42])[CH3:41])=[O:4].[OH-].[Na+]. Product: [C:40]([C:14]1[CH:15]=[CH:16][C:17]([NH:19][C:20]2[C:29]3[C:24](=[CH:25][C:26]([C:30]4[C:35]([C:36]([F:39])([F:37])[F:38])=[CH:34][CH:33]=[CH:32][N:31]=4)=[CH:27][CH:28]=3)[N:23]=[CH:22][N:21]=2)=[CH:18][C:13]=1[O:12][CH2:11][CH2:10][N:6]1[CH2:7][CH2:8][CH2:9][CH:5]1[C:3]([OH:4])=[O:2])([CH3:43])([CH3:41])[CH3:42]. The catalyst class is: 5. (6) The catalyst class is: 32. Product: [Cl:1][C:2]1[CH:3]=[C:4]([CH:9]2[CH2:13][CH2:12][CH2:11][N:10]2[CH2:15][CH2:18][C:19](=[O:20])[CH3:21])[CH:5]=[CH:6][C:7]=1[Cl:8]. Reactant: [Cl:1][C:2]1[CH:3]=[C:4]([CH:9]2[CH2:13][CH2:12][CH2:11][NH:10]2)[CH:5]=[CH:6][C:7]=1[Cl:8].Cl.[CH2:15]=O.O.[CH3:18][C:19]([CH3:21])=[O:20]. (7) Reactant: Cl.Cl.[CH:3]1([CH2:9][NH:10][NH2:11])[CH2:8][CH2:7][CH2:6][CH2:5][CH2:4]1.C([O:14][C:15](=O)[CH2:16][C:17]([CH3:19])=O)C. Product: [CH:3]1([CH2:9][N:10]2[C:15](=[O:14])[CH2:16][C:17]([CH3:19])=[N:11]2)[CH2:8][CH2:7][CH2:6][CH2:5][CH2:4]1. The catalyst class is: 8. (8) Product: [N:2]1[CH:3]=[CH:4][C:5]([N:8]2[CH2:37][CH2:36][C:11]3([CH2:12][CH2:13][N:14]([C:17]([C:19]4[CH:20]=[CH:21][CH:22]=[C:23]5[C:28]=4[CH2:27][NH:26][CH2:25][CH2:24]5)=[O:18])[CH2:15][CH2:16]3)[CH2:10][CH2:9]2)=[CH:6][CH:7]=1. Reactant: Cl.[N:2]1[CH:7]=[CH:6][C:5]([N:8]2[CH2:37][CH2:36][C:11]3([CH2:16][CH2:15][N:14]([C:17]([C:19]4[CH:20]=[CH:21][CH:22]=[C:23]5[C:28]=4[CH2:27][N:26](C(OC(C)(C)C)=O)[CH2:25][CH2:24]5)=[O:18])[CH2:13][CH2:12]3)[CH2:10][CH2:9]2)=[CH:4][CH:3]=1. The catalyst class is: 5.